From a dataset of Reaction yield outcomes from USPTO patents with 853,638 reactions. Predict the reaction yield, written as a fraction of the theoretical maximum amount of product (1.0 means a 100% yield; for example, 0.34 means a 34% yield). (1) The reactants are [CH2:1]([N:3]1[C:11]2[C:6](=[CH:7][CH:8]=[C:9]([O:12][CH3:13])[CH:10]=2)[C:5]([C:14](=[O:16])[CH3:15])=[CH:4]1)[CH3:2].[CH2:17]([N:19]1C2C(=CC=C(OC)C=2)C=C1)C.COC(OC)N(C)C.N1CCCC1.Cl.NO. The catalyst is O. The product is [CH2:1]([N:3]1[C:11]2[C:6](=[CH:7][CH:8]=[C:9]([O:12][CH3:13])[CH:10]=2)[C:5]([C:14]2[O:16][N:19]=[CH:17][CH:15]=2)=[CH:4]1)[CH3:2]. The yield is 0.660. (2) The reactants are I[C:2]1[CH:3]=[C:4]([N:8]2[C:16](=[O:17])[C:15]3[CH:14]4[C:18]([CH3:20])([CH3:19])[C:11]([CH3:21])([CH2:12][CH2:13]4)[C:10]=3[N:9]2[CH3:22])[CH:5]=[CH:6][CH:7]=1.[CH3:23][C:24]1[CH:25]=[C:26](B(O)O)[CH:27]=[CH:28][CH:29]=1.C(=O)([O-])[O-].[K+].[K+]. The catalyst is C(COC)OC.ClCCl.C1C=CC(P(C2C=CC=CC=2)[C-]2C=CC=C2)=CC=1.C1C=CC(P(C2C=CC=CC=2)[C-]2C=CC=C2)=CC=1.Cl[Pd]Cl.[Fe+2]. The product is [CH3:22][N:9]1[C:10]2[C@@:11]3([CH3:21])[C:18]([CH3:19])([CH3:20])[C@H:14]([CH2:13][CH2:12]3)[C:15]=2[C:16](=[O:17])[N:8]1[C:4]1[CH:3]=[C:2]([C:28]2[CH:27]=[CH:26][CH:25]=[C:24]([CH3:23])[CH:29]=2)[CH:7]=[CH:6][CH:5]=1. The yield is 0.200. (3) The reactants are [N+:1]([O-:4])(O)=[O:2].OS(O)(=O)=O.[CH2:10]([O:12][C:13](=[O:22])[C:14]1[CH:19]=[C:18]([F:20])[CH:17]=[C:16]([F:21])[CH:15]=1)[CH3:11]. No catalyst specified. The product is [CH2:10]([O:12][C:13](=[O:22])[C:14]1[CH:19]=[C:18]([F:20])[CH:17]=[C:16]([F:21])[C:15]=1[N+:1]([O-:4])=[O:2])[CH3:11]. The yield is 0.800. (4) The reactants are Br[C:2]1[CH:7]=[CH:6][C:5]([F:8])=[CH:4][CH:3]=1.[NH2:9][CH2:10][CH:11]1[CH2:14][N:13]([C:15]([C:17]2[CH:22]=[CH:21][C:20]([S:23]([N:26]3[C:34]4[C:29](=[CH:30][CH:31]=[CH:32][CH:33]=4)[C:28]([C:35]4[CH:40]=[CH:39][CH:38]=[CH:37][CH:36]=4)=[CH:27]3)(=[O:25])=[O:24])=[CH:19][CH:18]=2)=[O:16])[CH2:12]1.C(P(C(C)(C)C)C1C=CC=CC=1C1C=CC=CC=1)(C)(C)C.CC(C)([O-])C.[Na+]. The catalyst is C1(C)C=CC=CC=1.C1C=CC(/C=C/C(/C=C/C2C=CC=CC=2)=O)=CC=1.C1C=CC(/C=C/C(/C=C/C2C=CC=CC=2)=O)=CC=1.C1C=CC(/C=C/C(/C=C/C2C=CC=CC=2)=O)=CC=1.[Pd].[Pd]. The product is [F:8][C:5]1[CH:6]=[CH:7][C:2]([NH:9][CH2:10][CH:11]2[CH2:12][N:13]([C:15]([C:17]3[CH:18]=[CH:19][C:20]([S:23]([N:26]4[C:34]5[C:29](=[CH:30][CH:31]=[CH:32][CH:33]=5)[C:28]([C:35]5[CH:40]=[CH:39][CH:38]=[CH:37][CH:36]=5)=[CH:27]4)(=[O:25])=[O:24])=[CH:21][CH:22]=3)=[O:16])[CH2:14]2)=[CH:3][CH:4]=1. The yield is 0.180.